Dataset: Forward reaction prediction with 1.9M reactions from USPTO patents (1976-2016). Task: Predict the product of the given reaction. Given the reactants [Cl:1][C:2]1[CH:3]=[C:4]([C:14](=[O:16])[CH3:15])[CH:5]=[CH:6][C:7]=1[C:8]#[C:9][C:10]([CH3:13])([CH3:12])[CH3:11], predict the reaction product. The product is: [Cl:1][C:2]1[CH:3]=[C:4]([C:14](=[O:16])[CH3:15])[CH:5]=[CH:6][C:7]=1[CH2:8][CH2:9][C:10]([CH3:11])([CH3:12])[CH3:13].